Dataset: Forward reaction prediction with 1.9M reactions from USPTO patents (1976-2016). Task: Predict the product of the given reaction. Given the reactants [C:1](Cl)(=[O:5])[C:2](Cl)=O.CS(C)=O.[N:11]1[CH:16]=[CH:15][C:14](CCCO)=[CH:13][CH:12]=1.[CH2:21](N(CC)CC)C, predict the reaction product. The product is: [N:11]1[CH:12]=[CH:13][CH:14]=[CH:15][C:16]=1[CH2:21][CH2:2][CH:1]=[O:5].